This data is from Reaction yield outcomes from USPTO patents with 853,638 reactions. The task is: Predict the reaction yield, written as a fraction of the theoretical maximum amount of product (1.0 means a 100% yield; for example, 0.34 means a 34% yield). (1) The reactants are [CH2:1]([NH2:5])[CH:2](C)C.FC1C=C(C)C=CC=1[N+]([O-])=[O:14].[CH2:17]([NH:21][C:22]1[CH:28]=[C:27]([CH3:29])[CH:26]=[CH:25][C:23]=1[NH2:24])[CH:18]([CH3:20])[CH3:19].N[C:31]1[S:32]C=[CH:34][N:35]=1. No catalyst specified. The product is [CH2:17]([NH:21][C:22]1[CH:28]=[C:27]([CH3:29])[CH:26]=[CH:25][C:23]=1[NH2:24])[CH:18]([CH3:20])[CH3:19].[CH2:17]([NH:21][C:22]1[CH:28]=[C:27]([CH3:29])[CH:26]=[CH:25][C:23]=1[NH:24][C:34]([NH:35][C:31]1[S:32][CH:2]=[CH:1][N:5]=1)=[O:14])[CH:18]([CH3:20])[CH3:19]. The yield is 0.690. (2) The product is [NH2:45][C:11]1[CH:12]=[C:13]([C:16]2[C:20]3[CH2:21][N:22]([C:25](=[O:27])[CH3:26])[CH2:23][CH2:24][C:19]=3[N:18]([CH2:28][CH:29]([OH:44])[CH2:30][N:31]3[CH2:32][CH2:33][N:34]([C:37]4[CH:42]=[CH:41][CH:40]=[CH:39][C:38]=4[CH3:43])[CH2:35][CH2:36]3)[N:17]=2)[CH:14]=[CH:15][C:10]=1[Cl:9]. The yield is 0.841. The reactants are S(S([O-])=O)([O-])=O.[Na+].[Na+].[Cl:9][C:10]1[CH:15]=[CH:14][C:13]([C:16]2[C:20]3[CH2:21][N:22]([C:25](=[O:27])[CH3:26])[CH2:23][CH2:24][C:19]=3[N:18]([CH2:28][CH:29]([OH:44])[CH2:30][N:31]3[CH2:36][CH2:35][N:34]([C:37]4[CH:42]=[CH:41][CH:40]=[CH:39][C:38]=4[CH3:43])[CH2:33][CH2:32]3)[N:17]=2)=[CH:12][C:11]=1[N+:45]([O-])=O.Cl.C(=O)(O)[O-].[Na+]. The catalyst is O.C1COCC1. (3) The reactants are [F:1][C:2]1[CH:7]=[C:6]([F:8])[CH:5]=[CH:4][C:3]=1[C@:9]1(O[CH2:17]1)[C@H:10](OS(C)(=O)=O)[CH3:11].[NH:19]1[CH:23]=[N:22][CH:21]=[N:20]1.[OH-:24].[Na+].Cl. The catalyst is CN(C=O)C.C1(C)C=CC=CC=1. The product is [F:1][C:2]1[CH:7]=[C:6]([F:8])[CH:5]=[CH:4][C:3]=1[C@@:9]1([CH2:17][N:19]2[CH:23]=[N:22][CH:21]=[N:20]2)[C@H:10]([CH3:11])[O:24]1. The yield is 0.360. (4) The reactants are [CH:1]1[CH2:6][CH2:5][CH2:4][CH2:3][CH:2]=1.[NH2:7][N:8]1[C:12](=[O:13])[C:11]2=[CH:14][CH:15]=[CH:16][CH:17]=[C:10]2[C:9]1=[O:18].C(O)(=O)C.C(N(CC)CC)C. The catalyst is CC#N.[Pt].[Ag]. The product is [C:9]1(=[O:18])[N:8]([N:7]2[CH:6]3[CH:1]2[CH2:2][CH2:3][CH2:4][CH2:5]3)[C:12](=[O:13])[C:11]2=[CH:14][CH:15]=[CH:16][CH:17]=[C:10]12. The yield is 0.850. (5) The reactants are [C:1]([CH:3]([CH2:9][C:10]([C:12]1[CH:17]=[CH:16][CH:15]=[CH:14][C:13]=1[F:18])=O)[C:4]([O:6][CH2:7][CH3:8])=[O:5])#[N:2].C(OCC)(=O)C.[ClH:25]. No catalyst specified. The product is [Cl:25][C:1]1[NH:2][C:10]([C:12]2[CH:17]=[CH:16][CH:15]=[CH:14][C:13]=2[F:18])=[CH:9][C:3]=1[C:4]([O:6][CH2:7][CH3:8])=[O:5]. The yield is 0.530. (6) The reactants are Cl[C:2]1[CH:3]=[C:4]([NH:10][C:11]2[CH:16]=[CH:15][C:14]([C:17]([N:19]3[CH2:24][CH2:23][O:22][CH2:21][CH2:20]3)=[O:18])=[CH:13][N:12]=2)[C:5](=[O:9])[N:6]([CH3:8])[N:7]=1.CC1(C)C(C)(C)[O:29][B:28](B2OC(C)(C)C(C)(C)O2)[O:27]1.CC(C1C=C(C(C)C)C(C2C=CC=CC=2P(C2CCCCC2)C2CCCCC2)=C(C(C)C)C=1)C.C([O-])(=O)C.[K+]. The catalyst is C1C=CC(P(C2C=CC=CC=2)[C-]2C=CC=C2)=CC=1.C1C=CC(P(C2C=CC=CC=2)[C-]2C=CC=C2)=CC=1.Cl[Pd]Cl.[Fe+2].O1CCOCC1. The product is [CH3:8][N:6]1[C:5](=[O:9])[C:4]([NH:10][C:11]2[CH:16]=[CH:15][C:14]([C:17]([N:19]3[CH2:24][CH2:23][O:22][CH2:21][CH2:20]3)=[O:18])=[CH:13][N:12]=2)=[CH:3][C:2]([B:28]([OH:29])[OH:27])=[N:7]1. The yield is 0.830. (7) The reactants are Br[C:2]1[CH:7]=[CH:6][C:5]([S:8]([NH:11][C:12]2[S:13][CH:14]=[CH:15][N:16]=2)(=[O:10])=[O:9])=[CH:4][CH:3]=1.C(O)(=O)C.[NH:21]1[CH2:24][CH:23]([CH2:25][NH:26][C:27](=[O:33])[O:28][C:29]([CH3:32])([CH3:31])[CH3:30])[CH2:22]1.CC(C)([O-])C.[Na+].C1(C2C=CC=CC=2)C=CC=CC=1P(C(C)(C)C)C(C)(C)C. The catalyst is C1(C)C=CC=CC=1.C1C=CC(/C=C/C(/C=C/C2C=CC=CC=2)=O)=CC=1.C1C=CC(/C=C/C(/C=C/C2C=CC=CC=2)=O)=CC=1.C1C=CC(/C=C/C(/C=C/C2C=CC=CC=2)=O)=CC=1.[Pd].[Pd].O. The product is [C:29]([O:28][C:27](=[O:33])[NH:26][CH2:25][CH:23]1[CH2:22][N:21]([C:2]2[CH:7]=[CH:6][C:5]([S:8](=[O:10])(=[O:9])[NH:11][C:12]3[S:13][CH:14]=[CH:15][N:16]=3)=[CH:4][CH:3]=2)[CH2:24]1)([CH3:32])([CH3:30])[CH3:31]. The yield is 0.220. (8) The reactants are [S:1]1[C:5]2[CH:6]=[CH:7][C:8](B3OC(C)(C)C(C)(C)O3)=[CH:9][C:4]=2[N:3]=[CH:2]1.C1(P(C2C=CC=CC=2)C2C=CC=CC=2)C=CC=CC=1.[CH2:38]([O:40][C:41](=[O:77])[CH2:42][CH2:43][CH2:44][O:45][C:46]1[CH:51]=[CH:50][CH:49]=[C:48]([CH2:52][CH2:53][CH2:54][CH2:55][CH2:56][CH2:57][O:58][C:59]2[CH:64]=[C:63]([S:65]([CH3:68])(=[O:67])=[O:66])[CH:62]=[C:61](I)[CH:60]=2)[C:47]=1[CH2:70][CH2:71][C:72]([O:74][CH2:75][CH3:76])=[O:73])[CH3:39].P([O-])([O-])([O-])=O.[K+].[K+].[K+]. The catalyst is O1CCOCC1.O.C(OCC)(=O)C. The product is [CH2:38]([O:40][C:41](=[O:77])[CH2:42][CH2:43][CH2:44][O:45][C:46]1[CH:51]=[CH:50][CH:49]=[C:48]([CH2:52][CH2:53][CH2:54][CH2:55][CH2:56][CH2:57][O:58][C:59]2[CH:64]=[C:63]([S:65]([CH3:68])(=[O:67])=[O:66])[CH:62]=[C:61]([C:8]3[CH:7]=[CH:6][C:5]4[S:1][CH:2]=[N:3][C:4]=4[CH:9]=3)[CH:60]=2)[C:47]=1[CH2:70][CH2:71][C:72]([O:74][CH2:75][CH3:76])=[O:73])[CH3:39]. The yield is 0.544. (9) The reactants are [OH:1][CH:2]1[CH2:5][N:4](C(OC(C)(C)C)=O)[CH2:3]1.[C:13]([OH:19])([C:15]([F:18])([F:17])[F:16])=[O:14]. The catalyst is C(Cl)Cl. The product is [F:16][C:15]([F:18])([F:17])[C:13]([OH:19])=[O:14].[NH:4]1[CH2:5][CH:2]([OH:1])[CH2:3]1. The yield is 1.79.